Dataset: Forward reaction prediction with 1.9M reactions from USPTO patents (1976-2016). Task: Predict the product of the given reaction. (1) Given the reactants [CH3:1][CH2:2][N:3](C(C)C)C(C)C.Cl[C:11]([Cl:21])(OC(=O)OC(Cl)(Cl)Cl)Cl.ClC1[C:28](Cl)=[CH:27][CH:26]=[CH:25][C:24]=1[NH:30][C:31]([N:33]1[CH2:38][CH2:37][N:36]2[C:39](=[O:52])[N:40]([C@H:43]3[CH2:45][C@@H:44]3[C:46]3[CH:51]=[CH:50][CH:49]=[CH:48][CH:47]=3)[C:41](=[O:42])[C@@H:35]2[CH2:34]1)=[O:32].Cl.C1([C@H]2C[C@@H]2N2C(=O)[C@@H]3CNCCN3C2=O)C=CC=CC=1, predict the reaction product. The product is: [Cl:21][C:11]1[CH:1]=[CH:2][N:3]=[C:25]([CH:26]2[CH2:28][CH2:27]2)[C:24]=1[NH:30][C:31]([N:33]1[CH2:38][CH2:37][N:36]2[C:39](=[O:52])[N:40]([C@H:43]3[CH2:45][C@@H:44]3[C:46]3[CH:51]=[CH:50][CH:49]=[CH:48][CH:47]=3)[C:41](=[O:42])[C@@H:35]2[CH2:34]1)=[O:32]. (2) Given the reactants [NH2:1][CH2:2][CH2:3][CH2:4][C:5]1[CH:10]=[CH:9][C:8]([S:11]([NH:14][C:15]2[CH:23]=[CH:22][C:18]3[O:19][CH2:20][O:21][C:17]=3[CH:16]=2)(=[O:13])=[O:12])=[CH:7][CH:6]=1.C(N(CC)CC)C.[F:31][C:32]1[CH:43]=[CH:42][C:35]([CH2:36][O:37][CH2:38][C:39](Cl)=[O:40])=[CH:34][CH:33]=1.COC1C=C(S(N2CCC(CCCNC(=O)COCC3C=CC(F)=CC=3)C2)(=O)=O)C=CC=1OC, predict the reaction product. The product is: [O:19]1[C:18]2[CH:22]=[CH:23][C:15]([NH:14][S:11]([C:8]3[CH:9]=[CH:10][C:5]([CH2:4][CH2:3][CH2:2][NH:1][C:39](=[O:40])[CH2:38][O:37][CH2:36][C:35]4[CH:42]=[CH:43][C:32]([F:31])=[CH:33][CH:34]=4)=[CH:6][CH:7]=3)(=[O:13])=[O:12])=[CH:16][C:17]=2[O:21][CH2:20]1. (3) Given the reactants Cl[C:2]1[C:3]([CH3:13])=[N:4][C:5]2[C:10]([N:11]=1)=[C:9]([Cl:12])[CH:8]=[CH:7][CH:6]=2.[F:14][C:15]([F:26])([F:25])[C:16]1[CH:21]=[CH:20][CH:19]=[CH:18][C:17]=1B(O)O.C(O)(O)=O, predict the reaction product. The product is: [Cl:12][C:9]1[CH:8]=[CH:7][CH:6]=[C:5]2[C:10]=1[N:11]=[C:2]([C:17]1[CH:18]=[CH:19][CH:20]=[CH:21][C:16]=1[C:15]([F:26])([F:25])[F:14])[C:3]([CH3:13])=[N:4]2. (4) Given the reactants [Cl:1][C:2]1[CH:3]=[C:4]([CH2:9][N:10]([CH3:14])[C:11](=[O:13])[CH3:12])[CH:5]=[N:6][C:7]=1Cl.[CH3:15][C@@H:16]1[CH2:21][NH:20][CH2:19][CH2:18][NH:17]1, predict the reaction product. The product is: [Cl:1][C:2]1[CH:3]=[C:4]([CH2:9][N:10]([CH3:14])[C:11](=[O:13])[CH3:12])[CH:5]=[N:6][C:7]=1[N:20]1[CH2:19][CH2:18][NH:17][C@H:16]([CH3:15])[CH2:21]1.